This data is from HIV replication inhibition screening data with 41,000+ compounds from the AIDS Antiviral Screen. The task is: Binary Classification. Given a drug SMILES string, predict its activity (active/inactive) in a high-throughput screening assay against a specified biological target. (1) The drug is C1CCC2C(C1)CCCC2NC1=NCCO1. The result is 0 (inactive). (2) The molecule is CCCCCCCCCCCCCCCCNc1ccn(C2CC(OP(=O)(O)OCC3CCC(n4ccc(=N)[nH]c4=O)O3)C(CO)O2)c(=O)n1. The result is 1 (active). (3) The drug is CCn1cc(C(=O)O)c(=O)c2ccc(C)nc21. The result is 0 (inactive). (4) The molecule is CC(C)(C)OC(=O)N1N=NC2C3OC(CC3=O)C21. The result is 0 (inactive). (5) The drug is COc1cc(NC(=O)c2ccc(NC(=O)c3ccc(N)cc3)cc2)c(OC)cc1N=Nc1ccc(N=Nc2ccc3cc(S(=O)(=O)O)cc(S(=O)(=O)O)c3c2)c(C)c1. The result is 1 (active). (6) The compound is c1ccc2c(c1)c1ccccc1n2-n1c2ccccc2c2ccccc21. The result is 0 (inactive). (7) The compound is CC(=O)c1ccc(-c2oc(-c3ccccc3)cc2-c2ccc3c(c2)OCO3)s1. The result is 0 (inactive). (8) The compound is CC1CCc2c(sc3ncnc(NN=Cc4ccc(Cl)c(Cl)c4)c23)C1. The result is 0 (inactive). (9) The molecule is O=C(C=Cc1ccccc1)Oc1cccc(O)c1. The result is 0 (inactive). (10) The compound is COC(=O)c1cccc2cccc(C(=O)Nc3ccc(C)cc3C)c12. The result is 0 (inactive).